This data is from Rat liver microsome stability data. The task is: Regression/Classification. Given a drug SMILES string, predict its absorption, distribution, metabolism, or excretion properties. Task type varies by dataset: regression for continuous measurements (e.g., permeability, clearance, half-life) or binary classification for categorical outcomes (e.g., BBB penetration, CYP inhibition). Dataset: rlm. (1) The molecule is C[C@]12CC[C@H]3[C@@H](CCC4=CC(=O)CC[C@@]43C)[C@@H]1CC[C@@H]2O. The result is 0 (unstable in rat liver microsomes). (2) The molecule is NCCCCN(C[C@H]1Cc2ccccc2CN1)[C@H]1CCCc2cccnc21. The result is 0 (unstable in rat liver microsomes). (3) The result is 0 (unstable in rat liver microsomes). The compound is N#Cc1ccc(CNC(=O)c2ccc(OCCC(F)(F)F)nc2)c(Cl)c1. (4) The molecule is COc1cc2c(cc1OCCCN1CCCC1)N=C(N)C21CCC1. The result is 0 (unstable in rat liver microsomes).